Dataset: Forward reaction prediction with 1.9M reactions from USPTO patents (1976-2016). Task: Predict the product of the given reaction. (1) The product is: [SH:2][C:5]1[CH:6]=[C:7]([C:11]([N:13]([CH3:15])[CH3:14])=[O:12])[CH:8]=[N:9][CH:10]=1. Given the reactants C[S-:2].[Na+].Br[C:5]1[CH:6]=[C:7]([C:11]([N:13]([CH3:15])[CH3:14])=[O:12])[CH:8]=[N:9][CH:10]=1, predict the reaction product. (2) Given the reactants C([O:4][CH2:5][CH2:6][N:7]1[C:11]2[CH:12]=[CH:13][C:14]([NH:16][S:17]([C:20]3[CH:25]=[CH:24][C:23]([NH:26][C:27](=[O:29])[CH3:28])=[CH:22][CH:21]=3)(=[O:19])=[O:18])=[CH:15][C:10]=2[N:9]=[C:8]1[C:30]([CH3:33])([CH3:32])[CH3:31])(=O)C.[OH-].[Na+], predict the reaction product. The product is: [C:30]([C:8]1[N:7]([CH2:6][CH2:5][OH:4])[C:11]2[CH:12]=[CH:13][C:14]([NH:16][S:17]([C:20]3[CH:21]=[CH:22][C:23]([NH:26][C:27](=[O:29])[CH3:28])=[CH:24][CH:25]=3)(=[O:18])=[O:19])=[CH:15][C:10]=2[N:9]=1)([CH3:33])([CH3:31])[CH3:32]. (3) Given the reactants [OH:1][N:2]1[C:6](=[O:7])[C:5]2=[CH:8][CH:9]=[CH:10][CH:11]=[C:4]2[C:3]1=[O:12].C(=O)([O-])[O-].[K+].[K+].Cl[CH2:20][C:21]([NH:23][CH3:24])=[O:22], predict the reaction product. The product is: [O:7]=[C:6]1[C:5]2[C:4](=[CH:11][CH:10]=[CH:9][CH:8]=2)[C:3](=[O:12])[N:2]1[O:1][CH2:20][C:21]([NH:23][CH3:24])=[O:22]. (4) Given the reactants [C:1]([N:4]1[CH2:9][CH2:8][N:7]2[N:10]=[C:11]([NH:13][C:14]3[C:15](=[O:22])[N:16]([CH3:21])[CH:17]=[C:18](Br)[CH:19]=3)[CH:12]=[C:6]2[CH2:5]1)(=[O:3])[CH3:2].[B:23]1([B:23]2[O:27][C:26]([CH3:29])([CH3:28])[C:25]([CH3:31])([CH3:30])[O:24]2)[O:27][C:26]([CH3:29])([CH3:28])[C:25]([CH3:31])([CH3:30])[O:24]1.CC(C1C=C(C(C)C)C(C2C=CC=CC=2P(C2CCCCC2)C2CCCCC2)=C(C(C)C)C=1)C.C(O[K])(C)=O, predict the reaction product. The product is: [C:1]([N:4]1[CH2:9][CH2:8][N:7]2[N:10]=[C:11]([NH:13][C:14]3[C:15](=[O:22])[N:16]([CH3:21])[CH:17]=[C:18]([B:23]4[O:27][C:26]([CH3:29])([CH3:28])[C:25]([CH3:31])([CH3:30])[O:24]4)[CH:19]=3)[CH:12]=[C:6]2[CH2:5]1)(=[O:3])[CH3:2]. (5) Given the reactants [CH3:1][C:2]1[N:3]=[N:4][NH:5][CH:6]=1.OP([O-])([O-])=O.[K+].[K+].[F:14][C:15]1[CH:16]=[C:17]([N+:22]([O-:24])=[O:23])[CH:18]=[CH:19][C:20]=1F, predict the reaction product. The product is: [F:14][C:15]1[CH:16]=[C:17]([N+:22]([O-:24])=[O:23])[CH:18]=[CH:19][C:20]=1[N:5]1[CH:6]=[C:2]([CH3:1])[N:3]=[N:4]1. (6) Given the reactants COC1O[CH2:7][CH:6]([CH2:9][O:10][C:11]2[CH:16]=[CH:15][N:14]=[C:13]([CH2:17][S:18]([C:20]3[NH:24][C:23]4[CH:25]=[CH:26][CH:27]=[CH:28][C:22]=4[N:21]=3)=[O:19])[C:12]=2[CH3:29])CO1.[Na:30].COC1OCC(COC2C=CN=C(CS(C3NC4C=CC=CC=4N=3)=O)C=2C)CO1.[O:60]1[C:64]2(CCC(O)[CH2:66][CH2:65]2)[O:63][CH2:62][CH2:61]1, predict the reaction product. The product is: [Na:30].[O:60]1[C:64]2([CH2:65][CH2:66][CH:9]([O:10][C:11]3[CH:16]=[CH:15][N:14]=[C:13]([CH2:17][S:18]([C:20]4[NH:21][C:22]5[CH:28]=[CH:27][CH:26]=[CH:25][C:23]=5[N:24]=4)=[O:19])[C:12]=3[CH3:29])[CH2:6][CH2:7]2)[O:63][CH2:62][CH2:61]1. (7) Given the reactants Br[C:2]1[CH:7]=[CH:6][N:5]=[C:4]([NH2:8])[C:3]=1[N+:9]([O-:11])=[O:10].[CH3:12][N:13]1[CH2:18][CH2:17][NH:16][CH2:15][CH2:14]1, predict the reaction product. The product is: [CH3:12][N:13]1[CH2:18][CH2:17][N:16]([C:2]2[CH:7]=[CH:6][N:5]=[C:4]([NH2:8])[C:3]=2[N+:9]([O-:11])=[O:10])[CH2:15][CH2:14]1. (8) Given the reactants Cl[C:2]1[CH:11]=[CH:10][CH:9]=[C:8]2[C:3]=1[N:4]=[C:5]([C:25]1[CH:30]=[CH:29][CH:28]=[CH:27][C:26]=1[S:31]([CH3:34])(=[O:33])=[O:32])[C:6]([C@@H:12]([N:14]1[C:22](=[O:23])[C:21]3[C:16](=[CH:17][CH:18]=[CH:19][CH:20]=3)[C:15]1=[O:24])[CH3:13])=[N:7]2.[C:35]([Zn]C#N)#[N:36], predict the reaction product. The product is: [O:23]=[C:22]1[C:21]2[C:16](=[CH:17][CH:18]=[CH:19][CH:20]=2)[C:15](=[O:24])[N:14]1[C@H:12]([C:6]1[C:5]([C:25]2[CH:30]=[CH:29][CH:28]=[CH:27][C:26]=2[S:31]([CH3:34])(=[O:32])=[O:33])=[N:4][C:3]2[C:2]([C:35]#[N:36])=[CH:11][CH:10]=[CH:9][C:8]=2[N:7]=1)[CH3:13].